From a dataset of Peptide-MHC class I binding affinity with 185,985 pairs from IEDB/IMGT. Regression. Given a peptide amino acid sequence and an MHC pseudo amino acid sequence, predict their binding affinity value. This is MHC class I binding data. (1) The peptide sequence is DLFNRDKT. The MHC is H-2-Kb with pseudo-sequence H-2-Kb. The binding affinity (normalized) is 0. (2) The peptide sequence is QTLISLNSMY. The MHC is HLA-A11:01 with pseudo-sequence HLA-A11:01. The binding affinity (normalized) is 0.404.